From a dataset of Full USPTO retrosynthesis dataset with 1.9M reactions from patents (1976-2016). Predict the reactants needed to synthesize the given product. (1) Given the product [Cl:10][C:11]1[CH:12]=[C:13]([CH:35]=[CH:36][C:37]=1[O:38][CH2:5][C:4]1[CH:7]=[CH:8][CH:9]=[C:2]([F:1])[CH:3]=1)[NH:14][C:15]1[C:24]2[C:19](=[CH:20][C:21]([O:33][CH3:34])=[CH:22][C:23]=2[O:25][CH:26]2[CH2:27][CH2:28][N:29]([CH3:32])[CH2:30][CH2:31]2)[N:18]=[CH:17][N:16]=1, predict the reactants needed to synthesize it. The reactants are: [F:1][C:2]1[CH:3]=[C:4]([CH:7]=[CH:8][CH:9]=1)[CH2:5]Cl.[Cl:10][C:11]1[CH:12]=[C:13]([CH:35]=[CH:36][C:37]=1[OH:38])[NH:14][C:15]1[C:24]2[C:19](=[CH:20][C:21]([O:33][CH3:34])=[CH:22][C:23]=2[O:25][CH:26]2[CH2:31][CH2:30][N:29]([CH3:32])[CH2:28][CH2:27]2)[N:18]=[CH:17][N:16]=1.C(=O)([O-])[O-].[K+].[K+]. (2) Given the product [O:1]1[CH:6]([CH2:7][N:8]2[CH2:13][CH2:12][N:11]([C:14]3[CH:19]=[CH:18][CH:17]=[CH:16][C:15]=3[CH2:20][O:21][CH2:28][CH3:29])[CH2:10][CH2:9]2)[CH2:5][O:4][C:3]2[CH:22]=[CH:23][CH:24]=[CH:25][C:2]1=2, predict the reactants needed to synthesize it. The reactants are: [O:1]1[CH:6]([CH2:7][N:8]2[CH2:13][CH2:12][N:11]([C:14]3[CH:19]=[CH:18][CH:17]=[CH:16][C:15]=3[CH2:20][OH:21])[CH2:10][CH2:9]2)[CH2:5][O:4][C:3]2[CH:22]=[CH:23][CH:24]=[CH:25][C:2]1=2.[H-].[Na+].[CH2:28](I)[CH3:29]. (3) Given the product [CH3:32][O:31][C:29]1[C:28]([S:33][CH2:34][C:35]2[CH:36]=[C:37]([C:41]3[CH:46]=[CH:45][CH:44]=[C:43]([O:47][C:48]([F:51])([F:50])[F:49])[CH:42]=3)[CH:38]=[CH:39][CH:40]=2)=[CH:27][C:26]([CH3:52])=[C:25]([CH:30]=1)[O:24][CH2:23][C:22]([OH:53])=[O:21], predict the reactants needed to synthesize it. The reactants are: FC(F)(F)OC1C=C(C2C=CC=C(CO)C=2)C=CC=1.C[O:21][C:22](=[O:53])[CH2:23][O:24][C:25]1[CH:30]=[C:29]([O:31][CH3:32])[C:28]([S:33][CH2:34][C:35]2[CH:36]=[C:37]([C:41]3[CH:46]=[CH:45][CH:44]=[C:43]([O:47][C:48]([F:51])([F:50])[F:49])[CH:42]=3)[CH:38]=[CH:39][CH:40]=2)=[CH:27][C:26]=1[CH3:52]. (4) Given the product [NH2:37][C:35](=[O:36])[C:32]([CH3:33])([CH3:34])[CH2:31][NH:30][C:28]([C@H:24]([CH:25]([CH3:26])[CH3:27])[CH2:23][C@@H:22]1[O:38][CH2:44][NH:39][C@H:21]1[CH2:20][C@H:4]([CH2:5][C:6]1[CH:7]=[CH:8][C:9]([O:18][CH3:19])=[C:10]([O:12][CH2:13][CH2:14][CH2:15][O:16][CH3:17])[CH:11]=1)[CH:2]([CH3:1])[CH3:3])=[O:29], predict the reactants needed to synthesize it. The reactants are: [CH3:1][CH:2]([C@H:4]([CH2:20][C@H:21]([NH2:39])[C@@H:22]([OH:38])[CH2:23][C@H:24]([C:28]([NH:30][CH2:31][C:32]([C:35]([NH2:37])=[O:36])([CH3:34])[CH3:33])=[O:29])[CH:25]([CH3:27])[CH3:26])[CH2:5][C:6]1[CH:7]=[CH:8][C:9]([O:18][CH3:19])=[C:10]([O:12][CH2:13][CH2:14][CH2:15][O:16][CH3:17])[CH:11]=1)[CH3:3].C=O.O.Cl[CH2:44]Cl. (5) Given the product [NH2:1][C:2]1[CH:7]=[CH:6][C:5]([Br:12])=[CH:4][N:3]=1.[CH3:13][NH:14][C:8]([C:7]1[CH:2]=[N:3][CH:4]=[CH:5][CH:6]=1)=[O:10], predict the reactants needed to synthesize it. The reactants are: [NH2:1][C:2]1[C:7]([C:8]([O:10]C)=O)=[CH:6][C:5]([Br:12])=[CH:4][N:3]=1.[CH3:13][NH2:14]. (6) Given the product [C:21]([C:8]1([C:4]2[CH:5]=[CH:6][CH:7]=[C:2]([C:27]3[CH:26]=[N:25][N:24]([CH3:23])[CH:28]=3)[CH:3]=2)[CH2:13][CH2:12][N:11]([C:14]([O:16][C:17]([CH3:20])([CH3:19])[CH3:18])=[O:15])[CH2:10][CH2:9]1)#[N:22], predict the reactants needed to synthesize it. The reactants are: Br[C:2]1[CH:3]=[C:4]([C:8]2([C:21]#[N:22])[CH2:13][CH2:12][N:11]([C:14]([O:16][C:17]([CH3:20])([CH3:19])[CH3:18])=[O:15])[CH2:10][CH2:9]2)[CH:5]=[CH:6][CH:7]=1.[CH3:23][N:24]1[CH:28]=[C:27](B2OC(C)(C)C(C)(C)O2)[CH:26]=[N:25]1.P([O-])([O-])([O-])=O.[K+].[K+].[K+]. (7) Given the product [CH3:36][NH:37][C:13]([C:12]1[C:7]([O:6][CH2:5][C:4]2[CH:31]=[CH:32][C:33]([F:34])=[C:2]([F:1])[CH:3]=2)=[N:8][C:9]([C:23]2[CH:28]=[CH:27][C:26]([Cl:29])=[CH:25][C:24]=2[Cl:30])=[C:10]([C:16]2[CH:21]=[CH:20][C:19]([Cl:22])=[CH:18][CH:17]=2)[CH:11]=1)=[O:14], predict the reactants needed to synthesize it. The reactants are: [F:1][C:2]1[CH:3]=[C:4]([CH:31]=[CH:32][C:33]=1[F:34])[CH2:5][O:6][C:7]1[C:12]([C:13](Cl)=[O:14])=[CH:11][C:10]([C:16]2[CH:21]=[CH:20][C:19]([Cl:22])=[CH:18][CH:17]=2)=[C:9]([C:23]2[CH:28]=[CH:27][C:26]([Cl:29])=[CH:25][C:24]=2[Cl:30])[N:8]=1.Cl.[CH3:36][NH2:37]. (8) Given the product [CH:1]12[CH2:6][CH:5]1[CH2:4][N:3]([C:7]1[N:12]=[C:11]([NH:13][CH2:14][C:15]3[CH:20]=[CH:19][C:18]([O:21][CH3:22])=[C:17]([Cl:23])[CH:16]=3)[C:10]([C:24]([NH:35][CH2:34][CH2:33][N:27]3[CH2:32][CH2:31][O:30][CH2:29][CH2:28]3)=[O:25])=[CH:9][N:8]=1)[CH2:2]2, predict the reactants needed to synthesize it. The reactants are: [CH:1]12[CH2:6][CH:5]1[CH2:4][N:3]([C:7]1[N:12]=[C:11]([NH:13][CH2:14][C:15]3[CH:20]=[CH:19][C:18]([O:21][CH3:22])=[C:17]([Cl:23])[CH:16]=3)[C:10]([C:24](O)=[O:25])=[CH:9][N:8]=1)[CH2:2]2.[N:27]1([CH2:33][CH2:34][NH2:35])[CH2:32][CH2:31][O:30][CH2:29][CH2:28]1.CN(C(ON1N=NC2C=CC=NC1=2)=[N+](C)C)C.F[P-](F)(F)(F)(F)F.C(N(CC)CC)C. (9) Given the product [Cl:24][C:25]1[CH:30]=[CH:29][C:28]([C:2]2[CH:3]=[CH:4][C:5]([CH2:22][CH3:23])=[C:6]([CH:8]3[C:9](=[O:21])[CH:10]4[CH:15]([C:14]5([CH3:19])[O:18][C:11]4([CH3:20])[CH2:12][CH2:13]5)[C:16]3=[O:17])[CH:7]=2)=[C:27]([F:34])[CH:26]=1, predict the reactants needed to synthesize it. The reactants are: Br[C:2]1[CH:3]=[CH:4][C:5]([CH2:22][CH3:23])=[C:6]([CH:8]2[C:16](=[O:17])[CH:15]3[CH:10]([C:11]4([CH3:20])[O:18][C:14]3([CH3:19])[CH:13]=[CH:12]4)[C:9]2=[O:21])[CH:7]=1.[Cl:24][C:25]1[CH:30]=[CH:29][C:28](B(O)O)=[C:27]([F:34])[CH:26]=1.[F-].[Cs+].